From a dataset of Reaction yield outcomes from USPTO patents with 853,638 reactions. Predict the reaction yield, written as a fraction of the theoretical maximum amount of product (1.0 means a 100% yield; for example, 0.34 means a 34% yield). The reactants are Br[C:2]1[CH:3]=[CH:4][C:5]2[C:9]3[CH2:10][N:11]4[CH:15]([CH2:16][C:8]=3[N:7]([CH3:17])[C:6]=2[N:18]=1)[CH2:14][CH2:13][CH2:12]4.[Cl:19][C:20]1[CH:34]=[CH:33][C:23]([CH2:24][O:25][C:26]2[CH:31]=[CH:30][NH:29][C:28](=[O:32])[CH:27]=2)=[C:22]([F:35])[CH:21]=1. No catalyst specified. The product is [ClH:19].[Cl:19][C:20]1[CH:34]=[CH:33][C:23]([CH2:24][O:25][C:26]2[CH:31]=[CH:30][N:29]([C:2]3[CH:3]=[CH:4][C:5]4[C:9]5[CH2:10][N:11]6[CH:15]([CH2:16][C:8]=5[N:7]([CH3:17])[C:6]=4[N:18]=3)[CH2:14][CH2:13][CH2:12]6)[C:28](=[O:32])[CH:27]=2)=[C:22]([F:35])[CH:21]=1. The yield is 0.270.